This data is from Choline transporter screen with 302,306 compounds. The task is: Binary Classification. Given a drug SMILES string, predict its activity (active/inactive) in a high-throughput screening assay against a specified biological target. (1) The molecule is O(c1cc(CC(=O)Nc2cc(NC(=O)Cc3cc(OC)c(OC)cc3)cc(c2)C(O)=O)ccc1OC)C. The result is 0 (inactive). (2) The compound is S(=O)(=O)(N(CC(=O)Nc1c(cccc1)C(F)(F)F)C)c1cc(OC)c(OC)cc1. The result is 0 (inactive). (3) The molecule is Fc1ccc(n2c3nc(nc(c3[nH]c2=O)C(=O)N)C2CCCCC2)cc1. The result is 0 (inactive). (4) The drug is S(=O)(=O)(Nc1c(ccc(S(=O)(=O)Nc2c(OC)cccc2)c1)C)c1c(c(cc(c1)C(O)=O)C)C. The result is 0 (inactive).